This data is from Full USPTO retrosynthesis dataset with 1.9M reactions from patents (1976-2016). The task is: Predict the reactants needed to synthesize the given product. (1) Given the product [CH3:34][C:32]1[NH:31][N:30]=[C:29]([NH:28][C:2]2[CH:7]=[C:6]([C:8]([F:9])([F:11])[F:10])[N:5]=[C:4]([N:12]3[CH2:16][CH2:15][CH2:14][CH:13]3[C:17]3[O:21][N:20]=[C:19]([C:22]4[CH:27]=[CH:26][CH:25]=[CH:24][N:23]=4)[CH:18]=3)[N:3]=2)[CH:33]=1, predict the reactants needed to synthesize it. The reactants are: O[C:2]1[CH:7]=[C:6]([C:8]([F:11])([F:10])[F:9])[N:5]=[C:4]([N:12]2[CH2:16][CH2:15][CH2:14][CH:13]2[C:17]2[O:21][N:20]=[C:19]([C:22]3[CH:27]=[CH:26][CH:25]=[CH:24][N:23]=3)[CH:18]=2)[N:3]=1.[NH2:28][C:29]1[CH:33]=[C:32]([CH3:34])[NH:31][N:30]=1. (2) Given the product [Cl:24][C:21]1[CH:22]=[CH:23][C:18]([C:7]2[C:8]([C:10]3[CH:15]=[CH:14][C:13]([Cl:16])=[CH:12][C:11]=3[Cl:17])=[N:9][C:2]([S:38][C:35]3[CH:36]=[CH:37][C:32]([F:31])=[CH:33][CH:34]=3)=[C:3]([CH:6]=2)[C:4]#[N:5])=[CH:19][CH:20]=1, predict the reactants needed to synthesize it. The reactants are: Cl[C:2]1[N:9]=[C:8]([C:10]2[CH:15]=[CH:14][C:13]([Cl:16])=[CH:12][C:11]=2[Cl:17])[C:7]([C:18]2[CH:23]=[CH:22][C:21]([Cl:24])=[CH:20][CH:19]=2)=[CH:6][C:3]=1[C:4]#[N:5].C([O-])([O-])=O.[Cs+].[Cs+].[F:31][C:32]1[CH:37]=[CH:36][C:35]([SH:38])=[CH:34][CH:33]=1. (3) Given the product [CH3:17][N:16]([CH3:18])[CH2:15][CH2:14][CH2:13][S:11][C:1]1[C:10]2[C:5](=[CH:6][CH:7]=[CH:8][CH:9]=2)[CH:4]=[CH:3][CH:2]=1, predict the reactants needed to synthesize it. The reactants are: [C:1]1([SH:11])[C:10]2[C:5](=[CH:6][CH:7]=[CH:8][CH:9]=2)[CH:4]=[CH:3][CH:2]=1.Cl[CH2:13][CH2:14][CH2:15][N:16]([CH3:18])[CH3:17]. (4) Given the product [ClH:1].[CH3:2][O:3][C:4]1[CH:5]=[C:6]([CH:7]=[C:8]([O:10][CH2:11][CH2:12][N:13]2[CH2:18][CH2:17][O:16][CH2:15][CH2:14]2)[CH:9]=1)[NH2:19], predict the reactants needed to synthesize it. The reactants are: [ClH:1].[CH3:2][O:3][C:4]1[CH:5]=[C:6]([NH:19]C(=O)OC(C)(C)C)[CH:7]=[C:8]([O:10][CH2:11][CH2:12][N:13]2[CH2:18][CH2:17][O:16][CH2:15][CH2:14]2)[CH:9]=1. (5) Given the product [CH3:1][O:2][C:3]1[CH:4]=[CH:5][C:6]2[N:9]=[C:10]([NH:11][CH2:12][CH2:13][NH:14][C:15](=[O:26])[C@@H:16]([NH:19][C:20](=[O:25])[C:21]([F:22])([F:23])[F:24])[CH2:17][CH3:18])[S:27][C:7]=2[CH:8]=1, predict the reactants needed to synthesize it. The reactants are: [CH3:1][O:2][C:3]1[CH:8]=[CH:7][C:6]([NH:9][C:10](=[S:27])[NH:11][CH2:12][CH2:13][NH:14][C:15](=[O:26])[C@H:16]([NH:19][C:20](=[O:25])[C:21]([F:24])([F:23])[F:22])[CH2:17][CH3:18])=[CH:5][CH:4]=1.[Br-].[Br-].[Br-].C([N+](C)(C)C)C1C=CC=CC=1.C([N+](C)(C)C)C1C=CC=CC=1.C([N+](C)(C)C)C1C=CC=CC=1. (6) The reactants are: CN(C)[CH:3]=[C:4]([N:10]1[CH:14]=[C:13]([C:15]#[N:16])[N:12]=[N:11]1)[C:5](OCC)=[O:6].[NH:18]([C:20]1[N:25]=[CH:24][N:23]=[C:22]([N:26]2[CH2:32][CH2:31][CH2:30][O:29][CH2:28][CH2:27]2)[CH:21]=1)[NH2:19].FC(F)(F)C(O)=O. Given the product [O:29]1[CH2:30][CH2:31][CH2:32][N:26]([C:22]2[N:23]=[CH:24][N:25]=[C:20]([N:18]3[C:5](=[O:6])[C:4]([N:10]4[CH:14]=[C:13]([C:15]#[N:16])[N:12]=[N:11]4)=[CH:3][NH:19]3)[CH:21]=2)[CH2:27][CH2:28]1, predict the reactants needed to synthesize it. (7) Given the product [F:23][C:20]1[CH:21]=[CH:22][C:17]([N:14]2[CH2:15][CH2:16][N:11]([S:8]([C:4]3[CH:5]=[CH:6][CH:7]=[C:2]([N:14]4[CH2:32][CH2:30][N:11]([CH3:16])[CH2:12][CH2:13]4)[CH:3]=3)(=[O:10])=[O:9])[C@H:12]([CH3:28])[CH2:13]2)=[C:18]([C:24]([F:27])([F:26])[F:25])[CH:19]=1, predict the reactants needed to synthesize it. The reactants are: Br[C:2]1[CH:3]=[C:4]([S:8]([N:11]2[CH2:16][CH2:15][N:14]([C:17]3[CH:22]=[CH:21][C:20]([F:23])=[CH:19][C:18]=3[C:24]([F:27])([F:26])[F:25])[CH2:13][C@H:12]2[CH3:28])(=[O:10])=[O:9])[CH:5]=[CH:6][CH:7]=1.C[C:30]([O-])([CH3:32])C.[Na+].